Dataset: Reaction yield outcomes from USPTO patents with 853,638 reactions. Task: Predict the reaction yield, written as a fraction of the theoretical maximum amount of product (1.0 means a 100% yield; for example, 0.34 means a 34% yield). The reactants are Cl[C:2]1[N:7]=[C:6]([Cl:8])[C:5]([C:9]([F:12])([F:11])[F:10])=[CH:4][N:3]=1.[CH:13]([C@H:16]1[NH:21][CH2:20][CH2:19][N:18]2[C:22]3[CH:28]=[C:27]([S:29]([CH3:32])(=[O:31])=[O:30])[C:26]([C:33]([O:35][CH3:36])=[O:34])=[CH:25][C:23]=3[N:24]=[C:17]12)([CH3:15])[CH3:14]. The catalyst is ClCCCl.CC(O)(C)C.[Cl-].[Cl-].[Zn+2]. The product is [Cl:8][C:6]1[C:5]([C:9]([F:12])([F:11])[F:10])=[CH:4][N:3]=[C:2]([N:21]2[CH2:20][CH2:19][N:18]3[C:22]4[CH:28]=[C:27]([S:29]([CH3:32])(=[O:30])=[O:31])[C:26]([C:33]([O:35][CH3:36])=[O:34])=[CH:25][C:23]=4[N:24]=[C:17]3[C@H:16]2[CH:13]([CH3:15])[CH3:14])[N:7]=1. The yield is 0.426.